From a dataset of Experimentally validated miRNA-target interactions with 360,000+ pairs, plus equal number of negative samples. Binary Classification. Given a miRNA mature sequence and a target amino acid sequence, predict their likelihood of interaction. The miRNA is mmu-miR-687 with sequence CUAUCCUGGAAUGCAGCAAUGA. Result: 1 (interaction). The protein sequence of the target gene is MEAQAHSSTATERKKAENSIGKCPTRTDVSEKAVASSTTSNEDESPGQIYHRERRNAITMQPQSVQGLNKISEEPSTSSDERASLIKKEIHGSLPHLAEPSLPYRGTVFAMDPRNGYMEPHYHPPHLFPAFHPPVPIDARHHEGRYHYDPSPIPPLHVPSALSSSPTYPDLPFIRISPHRNPTAASESPFSPPHPYINPYMDYIRSLHSSPSLSMISAARGLSPTDAPHAGVSPAEYYHQMALLTGQRSPYADILPSAATAGAGAIHMEYLHAMDSTRFPSPRLSARPSRKRTLSISPLS....